From a dataset of Forward reaction prediction with 1.9M reactions from USPTO patents (1976-2016). Predict the product of the given reaction. (1) Given the reactants [CH3:1][C:2]1[CH:3]=[CH:4][C:5]([O:8][C:9]2[CH:10]=[C:11]([CH:26]=[CH:27][CH:28]=2)[CH:12]=[C:13]2[CH2:18][CH2:17][N:16](C(OC(C)(C)C)=O)[CH2:15][CH2:14]2)=[N:6][CH:7]=1.[ClH:29].O1CCOCC1, predict the reaction product. The product is: [ClH:29].[CH3:1][C:2]1[CH:3]=[CH:4][C:5]([O:8][C:9]2[CH:28]=[CH:27][CH:26]=[C:11]([CH:12]=[C:13]3[CH2:18][CH2:17][NH:16][CH2:15][CH2:14]3)[CH:10]=2)=[N:6][CH:7]=1. (2) Given the reactants [C:1]1[CH:6]=[CH:5][CH:4]=[CH:3][C:2]#1.[Cl:7][C:8]1[CH:13]=[CH:12][C:11]([NH:14][C:15](=[O:22])[CH2:16][C:17]([O:19][CH2:20][CH3:21])=[O:18])=[CH:10][CH:9]=1.C([O-])(O)=O.[Na+].[F-].[Cs+], predict the reaction product. The product is: [Cl:7][C:8]1[CH:9]=[CH:10][C:11]([NH:14][C:15](=[O:22])[C:16]([C:1]2[CH:6]=[CH:5][CH:4]=[CH:3][CH:2]=2)([C:1]2[CH:6]=[CH:5][CH:4]=[CH:3][CH:2]=2)[C:17]([O:19][CH2:20][CH3:21])=[O:18])=[CH:12][CH:13]=1. (3) The product is: [CH2:33]([C:10]1([CH3:39])[CH2:9][C@H:8]([C:4]2[CH:5]=[CH:6][CH:7]=[C:2]([Cl:1])[CH:3]=2)[C@@H:13]([C:14]2[CH:15]=[CH:16][C:17]([Cl:20])=[CH:18][CH:19]=2)[N:12]([CH2:21][C:22]2[CH:27]=[CH:26][C:25]([O:28][CH3:29])=[CH:24][C:23]=2[O:30][CH3:31])[C:11]1=[O:32])[CH:34]=[CH2:35]. Given the reactants [Cl:1][C:2]1[CH:3]=[C:4]([C@@H:8]2[C@@H:13]([C:14]3[CH:19]=[CH:18][C:17]([Cl:20])=[CH:16][CH:15]=3)[N:12]([CH2:21][C:22]3[CH:27]=[CH:26][C:25]([O:28][CH3:29])=[CH:24][C:23]=3[O:30][CH3:31])[C:11](=[O:32])[CH:10]([CH3:33])[CH2:9]2)[CH:5]=[CH:6][CH:7]=1.[CH2:34](Br)[CH:35]=C.[Li+].[CH3:39][Si]([N-][Si](C)(C)C)(C)C, predict the reaction product. (4) The product is: [CH2:3]([N:10]1[CH2:14][CH2:13][C@H:12]([C@@H:15]([OH:20])[CH2:16][CH:17]([CH3:18])[CH3:19])[CH2:11]1)[C:4]1[CH:9]=[CH:8][CH:7]=[CH:6][CH:5]=1. Given the reactants N#N.[CH2:3]([N:10]1[CH2:14][CH2:13][C@H:12]([C@@H:15]([OH:20])[CH2:16][CH:17]([CH3:19])[CH3:18])[C:11]1=O)[C:4]1[CH:9]=[CH:8][CH:7]=[CH:6][CH:5]=1.COCCO[AlH2-]OCCOC.[Na+], predict the reaction product. (5) Given the reactants [Cl:1][CH2:2][CH2:3][CH2:4][CH3:5].[CH3:6][N:7]1[CH:11]=[CH:10][N:9]=[CH:8]1, predict the reaction product. The product is: [Cl-:1].[CH2:2]([N+:9]1[CH:10]=[CH:11][N:7]([CH3:6])[CH:8]=1)[CH2:3][CH2:4][CH3:5]. (6) Given the reactants [CH3:1][N:2]1[CH:6]=[CH:5][CH:4]=[N:3]1.C([Li])CCC.[C:12]([Si:16]([CH3:26])([CH3:25])[O:17][C@@H:18]1[CH2:24][CH2:23][C@H:22]2[C@H:20]([O:21]2)[CH2:19]1)([CH3:15])([CH3:14])[CH3:13], predict the reaction product. The product is: [Si:16]([O:17][C@@H:18]1[CH2:24][CH2:23][C@H:22]([OH:21])[C@@H:20]([C:6]2[N:2]([CH3:1])[N:3]=[CH:4][CH:5]=2)[CH2:19]1)([C:12]([CH3:15])([CH3:14])[CH3:13])([CH3:26])[CH3:25]. (7) Given the reactants [Cl:1][C:2]1[C:8]([O:9][CH3:10])=[CH:7][C:5](N)=[C:4]([F:11])[CH:3]=1.N([O-])=O.[Na+].C(Cl)Cl.[Br-:19], predict the reaction product. The product is: [Br:19][C:5]1[CH:7]=[C:8]([O:9][CH3:10])[C:2]([Cl:1])=[CH:3][C:4]=1[F:11].